Dataset: Catalyst prediction with 721,799 reactions and 888 catalyst types from USPTO. Task: Predict which catalyst facilitates the given reaction. (1) Reactant: [CH2:1]([O:8][C:9]1[CH:23]=[C:22]([CH2:24][CH3:25])[CH:21]=[CH:20][C:10]=1[O:11][C:12]1[CH:17]=[CH:16][C:15]([OH:18])=[CH:14][C:13]=1[F:19])[C:2]1[CH:7]=[CH:6][CH:5]=[CH:4][CH:3]=1.C(=O)([O-])[O-].[K+].[K+].[Na+].[I-].Br[CH:35]([CH2:41][CH3:42])[C:36]([O:38][CH2:39][CH3:40])=[O:37].[OH-].C([N+](CCCC)(CCCC)CCCC)CCC.[NH4+].[Cl-]. Product: [CH2:39]([O:38][C:36](=[O:37])[CH2:35][CH2:41][CH2:42][O:18][C:15]1[CH:16]=[CH:17][C:12]([O:11][C:10]2[CH:20]=[CH:21][C:22]([CH2:24][CH3:25])=[CH:23][C:9]=2[O:8][CH2:1][C:2]2[CH:3]=[CH:4][CH:5]=[CH:6][CH:7]=2)=[C:13]([F:19])[CH:14]=1)[CH3:40]. The catalyst class is: 95. (2) Reactant: [CH3:1][O:2][C:3](=[O:38])/[CH:4]=[CH:5]/[C:6]1[CH:11]=[CH:10][C:9]([O:12][CH2:13][C:14]2[CH:19]=[CH:18][C:17]([C:20]3[CH:25]=[C:24]([CH3:26])[CH:23]=[CH:22][C:21]=3[O:27][CH2:28][CH2:29][CH2:30][CH3:31])=[CH:16][CH:15]=2)=[CH:8][C:7]=1OC(Br)=C(C)C.N#N.[CH3:49][C:48](N=N[C:48]([C:51]#N)([CH3:50])[CH3:49])([C:51]#N)[CH3:50].[CH3:53][CH2:54]CC[SnH](CCCC)CCCC. Product: [CH3:1][O:2][C:3](=[O:38])[CH2:4][CH:5]1[C:6]2[C:7](=[CH:8][C:9]([O:12][CH2:13][C:14]3[CH:15]=[CH:16][C:17]([C:20]4[CH:25]=[C:24]([CH3:26])[CH:23]=[CH:22][C:21]=4[O:27][CH2:28][CH2:29][CH2:30][CH3:31])=[CH:18][CH:19]=3)=[CH:10][CH:11]=2)[CH2:54][CH2:53][C:51]1=[C:48]([CH3:49])[CH3:50]. The catalyst class is: 11. (3) Reactant: [F:1][C:2]1[CH:3]=[C:4]([CH:27]=[CH:28][CH:29]=1)[CH2:5][N:6]1[C:18]2[CH2:17][CH2:16][C@@H:15]([NH:19][C:20]([CH:22]3[CH2:24][CH2:23]3)=[O:21])[CH2:14][C:13]=2[C:12]2[C:7]1=[CH:8][CH:9]=[C:10]([CH:25]=O)[CH:11]=2.Cl.[NH2:31][OH:32].[OH-].[Na+]. Product: [F:1][C:2]1[CH:3]=[C:4]([CH:27]=[CH:28][CH:29]=1)[CH2:5][N:6]1[C:18]2[CH2:17][CH2:16][C@@H:15]([NH:19][C:20]([CH:22]3[CH2:24][CH2:23]3)=[O:21])[CH2:14][C:13]=2[C:12]2[C:7]1=[CH:8][CH:9]=[C:10]([CH:25]=[N:31][OH:32])[CH:11]=2. The catalyst class is: 6. (4) Reactant: [OH-:1].[Na+].[CH3:3][C:4]1[N:9]=[C:8]([C:10]#N)[C:7]([C:12]2[CH:17]=[CH:16][N:15]=[C:14]([CH3:18])[N:13]=2)=[CH:6][CH:5]=1.[OH2:19]. Product: [CH3:3][C:4]1[N:9]=[C:8]([C:10]([OH:19])=[O:1])[C:7]([C:12]2[CH:17]=[CH:16][N:15]=[C:14]([CH3:18])[N:13]=2)=[CH:6][CH:5]=1. The catalyst class is: 14.